The task is: Predict which catalyst facilitates the given reaction.. This data is from Catalyst prediction with 721,799 reactions and 888 catalyst types from USPTO. (1) Reactant: [F:1][C:2]1[CH:7]=[CH:6][C:5]([N:8]2[C:13](=[O:14])[C:12]([C:15]([OH:17])=O)=[CH:11][CH:10]=[N:9]2)=[CH:4][CH:3]=1.CCN=C=NCCCN(C)C.C1C=CC2N(O)N=NC=2C=1.[NH2:39][C:40]1[CH:78]=[CH:77][C:43]([O:44][C:45]2[CH:50]=[CH:49][N:48]=[C:47]3[N:51]([CH2:68][C:69]4[CH:74]=[CH:73][C:72]([O:75][CH3:76])=[CH:71][CH:70]=4)[N:52]=[C:53]([O:54][CH:55]4[CH2:60][CH2:59][N:58]([C:61]([O:63][C:64]([CH3:67])([CH3:66])[CH3:65])=[O:62])[CH2:57][CH2:56]4)[C:46]=23)=[C:42]([F:79])[CH:41]=1.OC1CCN(C(OC(C)(C)C)=O)CC1.CCN(CC)CC. Product: [F:79][C:42]1[CH:41]=[C:40]([NH:39][C:15]([C:12]2[C:13](=[O:14])[N:8]([C:5]3[CH:4]=[CH:3][C:2]([F:1])=[CH:7][CH:6]=3)[N:9]=[CH:10][CH:11]=2)=[O:17])[CH:78]=[CH:77][C:43]=1[O:44][C:45]1[CH:50]=[CH:49][N:48]=[C:47]2[N:51]([CH2:68][C:69]3[CH:74]=[CH:73][C:72]([O:75][CH3:76])=[CH:71][CH:70]=3)[N:52]=[C:53]([O:54][CH:55]3[CH2:60][CH2:59][N:58]([C:61]([O:63][C:64]([CH3:66])([CH3:67])[CH3:65])=[O:62])[CH2:57][CH2:56]3)[C:46]=12. The catalyst class is: 31. (2) Reactant: [H-].[Na+].[F:3][C:4]1[CH:9]=[CH:8][C:7]([C:10](=[O:20])[CH:11]([N:14]2[CH2:19][CH2:18][O:17][CH2:16][CH2:15]2)[CH2:12][CH3:13])=[CH:6][CH:5]=1.Br[CH2:22][CH:23]=[CH2:24]. Product: [CH2:12]([C:11]([N:14]1[CH2:15][CH2:16][O:17][CH2:18][CH2:19]1)([CH2:24][CH:23]=[CH2:22])[C:10]([C:7]1[CH:8]=[CH:9][C:4]([F:3])=[CH:5][CH:6]=1)=[O:20])[CH3:13]. The catalyst class is: 9. (3) Reactant: [F:1][C:2]1[CH:13]=[CH:12][C:5]([CH2:6][N:7]2[CH:11]=[N:10][CH:9]=[N:8]2)=[CH:4][CH:3]=1.C([Li])CCC.[CH2:19]([CH:21]([CH2:24][CH3:25])[CH:22]=[O:23])[CH3:20]. Product: [CH2:19]([CH:21]([CH2:24][CH3:25])[CH:22]([C:11]1[N:7]([CH2:6][C:5]2[CH:12]=[CH:13][C:2]([F:1])=[CH:3][CH:4]=2)[N:8]=[CH:9][N:10]=1)[OH:23])[CH3:20]. The catalyst class is: 1. (4) Reactant: [Cl:1][C:2]1[CH:7]=[CH:6][C:5]([C@H:8]2[C@H:12]([NH:13][CH3:14])[CH2:11][N:10]([C:15]([CH:17]3[CH2:22][CH2:21][N:20]([C:23]4[CH:28]=[CH:27][C:26]([C:29]#[N:30])=[CH:25][N:24]=4)[CH2:19][CH2:18]3)=[O:16])[CH2:9]2)=[CH:4][CH:3]=1.C(N(CC)CC)C.Cl[C:39]([O:41][CH2:42][CH3:43])=[O:40]. Product: [CH2:42]([O:41][C:39](=[O:40])[N:13]([C@H:12]1[C@H:8]([C:5]2[CH:4]=[CH:3][C:2]([Cl:1])=[CH:7][CH:6]=2)[CH2:9][N:10]([C:15]([CH:17]2[CH2:22][CH2:21][N:20]([C:23]3[CH:28]=[CH:27][C:26]([C:29]#[N:30])=[CH:25][N:24]=3)[CH2:19][CH2:18]2)=[O:16])[CH2:11]1)[CH3:14])[CH3:43]. The catalyst class is: 4.